Dataset: Forward reaction prediction with 1.9M reactions from USPTO patents (1976-2016). Task: Predict the product of the given reaction. (1) Given the reactants ON1C2C=CC=CC=2N=N1.[NH:11]1[CH2:15][CH2:14][CH:13]([C:16]2[C:24]3[C:19](=[CH:20][CH:21]=[CH:22][CH:23]=3)[NH:18][CH:17]=2)[CH2:12]1.CN1CCOCC1.[CH3:32][N:33]([CH3:51])[C:34]1([C:44]2[CH:49]=[CH:48][C:47]([F:50])=[CH:46][CH:45]=2)[CH2:39][CH2:38][C:37](=[CH:40][C:41](O)=[O:42])[CH2:36][CH2:35]1.C1(N=C=NC2CCCCC2)CCCCC1.C(NC1CCCCC1)(NC1CCCCC1)=O.[OH-].[Na+], predict the reaction product. The product is: [CH3:51][N:33]([CH3:32])[C:34]1([C:44]2[CH:45]=[CH:46][C:47]([F:50])=[CH:48][CH:49]=2)[CH2:39][CH2:38][C:37](=[CH:40][C:41]([N:11]2[CH2:15][CH2:14][CH:13]([C:16]3[C:24]4[C:19](=[CH:20][CH:21]=[CH:22][CH:23]=4)[NH:18][CH:17]=3)[CH2:12]2)=[O:42])[CH2:36][CH2:35]1. (2) Given the reactants [F:1][C:2]1[C:3]([CH2:9]O)=[N:4][CH:5]=[C:6]([F:8])[CH:7]=1.S(Cl)([Cl:13])=O, predict the reaction product. The product is: [ClH:13].[Cl:13][CH2:9][C:3]1[C:2]([F:1])=[CH:7][C:6]([F:8])=[CH:5][N:4]=1. (3) Given the reactants C(N(CC)CC)C.[C:8]([C:12]1[CH:16]=[C:15]([NH:17][C:18](=[O:26])OC2C=CC=CC=2)[N:14]([C:27]2[CH:32]=[CH:31][C:30]([O:33][CH3:34])=[CH:29][CH:28]=2)[N:13]=1)([CH3:11])([CH3:10])[CH3:9].[NH2:35][C:36]1[C:45]2[C:40](=[CH:41][CH:42]=[CH:43][CH:44]=2)[C:39]([O:46][C:47]2[CH:52]=[CH:51][N:50]=[C:49]([NH:53][C:54]3[CH:59]=[C:58]([O:60][CH2:61][CH2:62][O:63][CH2:64][CH2:65][O:66][CH2:67][CH2:68][O:69][CH3:70])[CH:57]=[C:56]([O:71][CH3:72])[CH:55]=3)[N:48]=2)=[CH:38][CH:37]=1, predict the reaction product. The product is: [C:8]([C:12]1[CH:16]=[C:15]([NH:17][C:18]([NH:35][C:36]2[C:45]3[C:40](=[CH:41][CH:42]=[CH:43][CH:44]=3)[C:39]([O:46][C:47]3[CH:52]=[CH:51][N:50]=[C:49]([NH:53][C:54]4[CH:59]=[C:58]([O:60][CH2:61][CH2:62][O:63][CH2:64][CH2:65][O:66][CH2:67][CH2:68][O:69][CH3:70])[CH:57]=[C:56]([O:71][CH3:72])[CH:55]=4)[N:48]=3)=[CH:38][CH:37]=2)=[O:26])[N:14]([C:27]2[CH:32]=[CH:31][C:30]([O:33][CH3:34])=[CH:29][CH:28]=2)[N:13]=1)([CH3:11])([CH3:10])[CH3:9]. (4) Given the reactants FC(F)(F)S(O[C:7]1[C:16]2[C:11](=[CH:12][CH:13]=[C:14]([C:17]([O:19][CH2:20][CH2:21][Si:22]([CH3:25])([CH3:24])[CH3:23])=[O:18])[CH:15]=2)[CH:10]=[N:9][CH:8]=1)(=O)=O.[C:28]([N:31]1[CH2:36][CH2:35][C:34]([C:38]2[CH:43]=[CH:42][C:41](B3OC(C)(C)C(C)(C)O3)=[CH:40][CH:39]=2)([OH:37])[CH2:33][CH2:32]1)(=[O:30])[CH3:29], predict the reaction product. The product is: [C:28]([N:31]1[CH2:36][CH2:35][C:34]([C:38]2[CH:43]=[CH:42][C:41]([C:7]3[C:16]4[C:11](=[CH:12][CH:13]=[C:14]([C:17]([O:19][CH2:20][CH2:21][Si:22]([CH3:25])([CH3:24])[CH3:23])=[O:18])[CH:15]=4)[CH:10]=[N:9][CH:8]=3)=[CH:40][CH:39]=2)([OH:37])[CH2:33][CH2:32]1)(=[O:30])[CH3:29]. (5) Given the reactants [OH:1][CH2:2][CH:3]1[NH:8][CH2:7][CH2:6][N:5]([C:9]([O:11][C:12]([CH3:15])([CH3:14])[CH3:13])=[O:10])[CH2:4]1.[CH3:16][S:17][C:18]1[CH:23]=[CH:22][CH:21]=[CH:20][C:19]=1[N:24]=[C:25]=[O:26], predict the reaction product. The product is: [OH:1][CH2:2][CH:3]1[N:8]([C:25](=[O:26])[NH:24][C:19]2[CH:20]=[CH:21][CH:22]=[CH:23][C:18]=2[S:17][CH3:16])[CH2:7][CH2:6][N:5]([C:9]([O:11][C:12]([CH3:15])([CH3:14])[CH3:13])=[O:10])[CH2:4]1. (6) Given the reactants [NH2:1][C:2]1[CH:10]=[CH:9][CH:8]=[C:7]([CH2:11][NH:12][C:13]([O:15][C:16]([CH3:19])([CH3:18])[CH3:17])=[O:14])[C:3]=1[C:4]([OH:6])=O.N1[CH:24]=[CH:23]N=C1.C(Cl)(=O)C.Cl.[NH2:30][CH:31]1[CH2:36][CH2:35][C:34](=[O:37])[NH:33][C:32]1=[O:38].P(OC1C=CC=CC=1)(OC1C=CC=CC=1)OC1C=CC=CC=1, predict the reaction product. The product is: [C:16]([O:15][C:13](=[O:14])[NH:12][CH2:11][C:7]1[CH:8]=[CH:9][CH:10]=[C:2]2[C:3]=1[C:4](=[O:6])[N:30]([CH:31]1[CH2:36][CH2:35][C:34](=[O:37])[NH:33][C:32]1=[O:38])[C:23]([CH3:24])=[N:1]2)([CH3:19])([CH3:18])[CH3:17]. (7) Given the reactants [CH:1]1([NH:4][C:5](=[O:31])[C:6]2[CH:11]=[CH:10][C:9]([CH3:12])=[C:8]([N:13]3[C:22](=[O:23])[C:21]4[C:16](=[CH:17][CH:18]=[C:19]([O:24]N5CCCCC5)[CH:20]=4)[N:15]=[CH:14]3)[CH:7]=2)[CH2:3][CH2:2]1.IC.C(=O)([O-])[O-].[K+].[K+].C(O[CH2:44][CH3:45])(=O)C, predict the reaction product. The product is: [CH:1]1([NH:4][C:5](=[O:31])[C:6]2[CH:11]=[CH:10][C:9]([CH3:12])=[C:8]([N:13]3[C:22](=[O:23])[C:21]4[C:16](=[CH:17][CH:18]=[C:19]([O:24][CH:45]5[CH2:44][CH2:14][N:13]([CH3:22])[CH2:8][CH2:7]5)[CH:20]=4)[N:15]=[CH:14]3)[CH:7]=2)[CH2:2][CH2:3]1. (8) Given the reactants [F:1][C:2]([F:21])([F:20])[O:3][C:4]1[CH:9]=[CH:8][C:7]([NH:10][C:11]([C:13]2([F:19])[CH2:18][CH2:17][NH:16][CH2:15][CH2:14]2)=[O:12])=[CH:6][CH:5]=1.[CH3:22][O:23][C:24]1[CH:29]=[CH:28][C:27]([S:30](Cl)(=[O:32])=[O:31])=[CH:26][CH:25]=1, predict the reaction product. The product is: [F:21][C:2]([F:20])([F:1])[O:3][C:4]1[CH:9]=[CH:8][C:7]([NH:10][C:11]([C:13]2([F:19])[CH2:18][CH2:17][N:16]([S:30]([C:27]3[CH:26]=[CH:25][C:24]([O:23][CH3:22])=[CH:29][CH:28]=3)(=[O:32])=[O:31])[CH2:15][CH2:14]2)=[O:12])=[CH:6][CH:5]=1. (9) Given the reactants CC1(C)[O:6][C@H:5]([CH2:7][O:8][C:9]2[CH:14]=[CH:13][C:12]([CH2:15][CH2:16][CH2:17][CH:18]([NH:27]S(C(C)(C)C)=O)/[CH:19]=[N:20]/S(C(C)(C)C)=O)=[CH:11][CH:10]=2)[CH2:4]O1.[CH2:35]([Mg]Cl)[CH2:36][CH3:37].C([Mg])CC.C1C[O:47]CC1, predict the reaction product. The product is: [NH2:27][CH:18]([CH:19]([NH2:20])[CH2:35][CH2:36][CH3:37])[CH2:17][CH2:16][CH2:15][C:12]1[CH:11]=[CH:10][C:9]([O:8][CH:7]([OH:47])[CH:5]([OH:6])[CH3:4])=[CH:14][CH:13]=1. (10) Given the reactants [CH3:1][O:2][CH:3]([C:7]1[CH:12]=[CH:11][C:10]([O:13][C:14]([F:17])([F:16])[F:15])=[CH:9][CH:8]=1)[C:4]([OH:6])=O.[NH2:18][CH2:19][C:20]1[CH:27]=[CH:26][C:23]([C:24]#[N:25])=[CH:22][CH:21]=1, predict the reaction product. The product is: [C:19]([C:20]1[CH:27]=[CH:26][C:23]([CH2:24][NH:25][C:4](=[O:6])[CH:3]([O:2][CH3:1])[C:7]2[CH:12]=[CH:11][C:10]([O:13][C:14]([F:17])([F:16])[F:15])=[CH:9][CH:8]=2)=[CH:22][CH:21]=1)#[N:18].